From a dataset of Catalyst prediction with 721,799 reactions and 888 catalyst types from USPTO. Predict which catalyst facilitates the given reaction. (1) Reactant: C(O)(=O)C1C=CC=CC=1.[NH2:10][CH:11]1[CH2:16][CH2:15][CH2:14][N:13]([C:17]2[N:22]([CH2:23][C:24]3[CH:31]=[CH:30][CH:29]=[CH:28][C:25]=3[C:26]#[N:27])[C:21](=[O:32])[N:20]([CH3:33])[C:19](=[O:34])[CH:18]=2)[CH2:12]1.O=S(Cl)[Cl:37]. Product: [NH2:10][C@@H:11]1[CH2:16][CH2:15][CH2:14][N:13]([C:17]2[N:22]([CH2:23][C:24]3[CH:31]=[CH:30][CH:29]=[CH:28][C:25]=3[C:26]#[N:27])[C:21](=[O:32])[N:20]([CH3:33])[C:19](=[O:34])[C:18]=2[Cl:37])[CH2:12]1. The catalyst class is: 22. (2) Reactant: [C:1]([C:4]1[C:5]([CH2:20][NH:21][C:22]([C@@H:24]2[CH2:28][C@@H:27]([F:29])[CH2:26][N:25]2[C:30]([O:32][C:33]([CH3:36])([CH3:35])[CH3:34])=[O:31])=[O:23])=[CH:6][C:7]([C:10]2[CH:11]=[N:12][C:13]([C:16]([F:19])([F:18])[F:17])=[CH:14][CH:15]=2)=[N:8][CH:9]=1)(=O)[NH2:2].C(OC(C(F)(F)F)=O)(C(F)(F)F)=O. Product: [C:1]([C:4]1[C:5]([CH2:20][NH:21][C:22]([C@@H:24]2[CH2:28][C@@H:27]([F:29])[CH2:26][N:25]2[C:30]([O:32][C:33]([CH3:36])([CH3:35])[CH3:34])=[O:31])=[O:23])=[CH:6][C:7]([C:10]2[CH:11]=[N:12][C:13]([C:16]([F:19])([F:17])[F:18])=[CH:14][CH:15]=2)=[N:8][CH:9]=1)#[N:2]. The catalyst class is: 4. (3) Reactant: [CH2:1](Br)[C:2]1[CH:7]=[CH:6][CH:5]=[CH:4][CH:3]=1.C([O-])([O-])=O.[Cs+].[Cs+].[C:15]([O:19][C:20]([C:22]1[CH:32]=[C:31]([OH:33])[C:25]2[CH2:26][CH:27]([CH2:29][OH:30])[O:28][C:24]=2[CH:23]=1)=[O:21])([CH3:18])([CH3:17])[CH3:16]. Product: [C:15]([O:19][C:20]([C:22]1[CH:32]=[C:31]([O:33][CH2:1][C:2]2[CH:7]=[CH:6][CH:5]=[CH:4][CH:3]=2)[C:25]2[CH2:26][CH:27]([CH2:29][OH:30])[O:28][C:24]=2[CH:23]=1)=[O:21])([CH3:18])([CH3:16])[CH3:17]. The catalyst class is: 3. (4) Reactant: ClC(Cl)(Cl)[CH:3](O)[OH:4].S([O-])([O-])(=O)=O.[Na+].[Na+].[O:15]1[C:19]2[CH:20]=[CH:21][CH:22]=[C:23]([NH2:24])[C:18]=2[O:17][CH2:16]1.S(O)(O)(=O)=O.NO.Cl. Product: [O:17]1[C:18]2[C:23]3[NH:24][C:3](=[O:4])[C:22]=3[CH:21]=[CH:20][C:19]=2[O:15][CH2:16]1. The catalyst class is: 6. (5) The catalyst class is: 1. Reactant: [CH:1]([OH:4])([CH3:3])[CH3:2].[H-].[Na+].[Cl:7][C:8]1[CH:13]=[CH:12][CH:11]=[C:10](Cl)[N:9]=1.O. Product: [Cl:7][C:8]1[CH:13]=[CH:12][CH:11]=[C:10]([O:4][CH:1]([CH3:3])[CH3:2])[N:9]=1. (6) Reactant: COC(=O)[C@H]([O:11][C:12]1[C:13](=[O:44])[N:14]([C:37]2[N:38]=[N:39][C:40]([CH3:43])=[CH:41][CH:42]=2)[C@@H:15]([C:28]2[CH:29]=[N:30][C:31]([O:34][CH2:35][CH3:36])=[CH:32][CH:33]=2)[C:16]=1[C:17](=[O:27])[C:18]1[CH:23]=[CH:22][C:21]([CH:24]([CH3:26])[CH3:25])=[CH:20][CH:19]=1)C1C=CC=CC=1. Product: [CH2:35]([O:34][C:31]1[N:30]=[CH:29][C:28]([C@@H:15]2[N:14]([C:37]3[N:38]=[N:39][C:40]([CH3:43])=[CH:41][CH:42]=3)[C:13](=[O:44])[C:12]([OH:11])=[C:16]2[C:17](=[O:27])[C:18]2[CH:19]=[CH:20][C:21]([CH:24]([CH3:26])[CH3:25])=[CH:22][CH:23]=2)=[CH:33][CH:32]=1)[CH3:36]. The catalyst class is: 16. (7) Reactant: [Br:1][C:2]1[CH:3]=[C:4]([C:8]2[CH2:14][C:13](=[O:15])[NH:12][C:11]3[CH:16]=[C:17]([N+:20]([O-])=O)[CH:18]=[CH:19][C:10]=3[N:9]=2)[CH:5]=[CH:6][CH:7]=1.O.[NH4+].[Cl-]. Product: [NH2:20][C:17]1[CH:18]=[CH:19][C:10]2[N:9]=[C:8]([C:4]3[CH:5]=[CH:6][CH:7]=[C:2]([Br:1])[CH:3]=3)[CH2:14][C:13](=[O:15])[NH:12][C:11]=2[CH:16]=1. The catalyst class is: 447.